Dataset: Forward reaction prediction with 1.9M reactions from USPTO patents (1976-2016). Task: Predict the product of the given reaction. (1) Given the reactants [N+:1]([C:4]1[CH:5]=[C:6]([CH:22]=[CH:23][C:24]=1[N+:25]([O-])=O)[NH:7][C:8](=[O:21])[C:9]1[CH:14]=[CH:13][C:12]([N:15]2[CH2:20][CH2:19][O:18][CH2:17][CH2:16]2)=[CH:11][CH:10]=1)([O-])=O.[O:28]1[CH2:33][CH2:32][N:31]([CH2:34][C:35]2[CH:36]=[C:37]([CH:40]=[CH:41][CH:42]=2)[CH:38]=O)[CH2:30][CH2:29]1, predict the reaction product. The product is: [O:28]1[CH2:33][CH2:32][N:31]([CH2:34][C:35]2[CH:36]=[C:37]([C:38]3[NH:25][C:24]4[CH:23]=[CH:22][C:6]([NH:7][C:8](=[O:21])[C:9]5[CH:14]=[CH:13][C:12]([N:15]6[CH2:20][CH2:19][O:18][CH2:17][CH2:16]6)=[CH:11][CH:10]=5)=[CH:5][C:4]=4[N:1]=3)[CH:40]=[CH:41][CH:42]=2)[CH2:30][CH2:29]1. (2) Given the reactants [C:1]([O:5][C:6]([N:8]1[C@@H:12]([CH2:13][F:14])[C@@H:11]([C:15]2[CH:20]=[CH:19][C:18]([S:21]([CH3:23])=O)=[CH:17][CH:16]=2)[O:10][C:9]1([CH3:25])[CH3:24])=[O:7])([CH3:4])([CH3:3])[CH3:2].CCN(S(F)(F)[F:32])CC, predict the reaction product. The product is: [C:1]([O:5][C:6]([N:8]1[C@@H:12]([CH2:13][F:14])[C@@H:11]([C:15]2[CH:20]=[CH:19][C:18]([S:21][CH2:23][F:32])=[CH:17][CH:16]=2)[O:10][C:9]1([CH3:25])[CH3:24])=[O:7])([CH3:4])([CH3:3])[CH3:2]. (3) Given the reactants [CH3:1][C:2]1[N:7]=[C:6]([C:8]([O:10]C)=[O:9])[C:5]([C:12]2[N:17]=[CH:16][CH:15]=[CH:14][N:13]=2)=[CH:4][CH:3]=1.O.[Li+:19].[OH-], predict the reaction product. The product is: [Li+:19].[CH3:1][C:2]1[N:7]=[C:6]([C:8]([O-:10])=[O:9])[C:5]([C:12]2[N:17]=[CH:16][CH:15]=[CH:14][N:13]=2)=[CH:4][CH:3]=1. (4) Given the reactants I[C:2]1[CH:7]=[CH:6][CH:5]=[CH:4][CH:3]=1.C(NC(C)C)(C)C.[CH:15]1([C:18]#[CH:19])[CH2:17][CH2:16]1, predict the reaction product. The product is: [CH:15]1([C:18]#[C:19][C:2]2[CH:7]=[CH:6][CH:5]=[CH:4][CH:3]=2)[CH2:17][CH2:16]1. (5) The product is: [CH2:10]([N:12]1[C:24]2[CH2:23][CH2:22][CH:21]([CH:25]3[CH2:30][CH2:29][O:28][CH2:27][CH2:26]3)[CH2:20][C:19]=2[C:18]2[C:13]1=[CH:14][CH:15]=[C:16]([C:31]([N:33]([CH2:35][CH2:36][CH2:37][C:38]([NH:45][CH2:44][CH2:43][F:42])=[O:40])[CH3:34])=[O:32])[CH:17]=2)[CH3:11]. Given the reactants C(N(CC)C(C)C)(C)C.[CH2:10]([N:12]1[C:24]2[CH2:23][CH2:22][CH:21]([CH:25]3[CH2:30][CH2:29][O:28][CH2:27][CH2:26]3)[CH2:20][C:19]=2[C:18]2[C:13]1=[CH:14][CH:15]=[C:16]([C:31]([N:33]([CH2:35][CH2:36][CH2:37][C:38]([OH:40])=O)[CH3:34])=[O:32])[CH:17]=2)[CH3:11].Cl.[F:42][CH2:43][CH2:44][NH2:45].CN(C(ON1N=NC2C=CC=NC1=2)=[N+](C)C)C.F[P-](F)(F)(F)(F)F, predict the reaction product. (6) Given the reactants [NH2:1][C:2]1[C:11]2[C:6](=[C:7](I)[C:8]([O:12][CH3:13])=[CH:9][CH:10]=2)[N:5]=[N:4][C:3]=1[C:15]([NH:17][CH2:18][CH2:19][CH3:20])=[O:16].[C:21]1(B(O)O)[CH:26]=[CH:25][CH:24]=[CH:23][CH:22]=1, predict the reaction product. The product is: [NH2:1][C:2]1[C:11]2[C:6](=[C:7]([C:21]3[CH:26]=[CH:25][CH:24]=[CH:23][CH:22]=3)[C:8]([O:12][CH3:13])=[CH:9][CH:10]=2)[N:5]=[N:4][C:3]=1[C:15]([NH:17][CH2:18][CH2:19][CH3:20])=[O:16]. (7) Given the reactants C(OC([N:11]1[CH2:20][CH2:19][C:18]2[C:13](=[CH:14][C:15]([O:21][CH2:22][C:23]3([C:36]([O:38][CH2:39][CH3:40])=[O:37])[CH2:28][CH2:27][N:26]([C:29]4[CH:34]=[CH:33][N:32]=[C:31](Cl)[N:30]=4)[CH2:25][CH2:24]3)=[CH:16][CH:17]=2)[CH2:12]1)=O)C1C=CC=CC=1.C([O-])=O.[NH4+], predict the reaction product. The product is: [CH2:39]([O:38][C:36]([C:23]1([CH2:22][O:21][C:15]2[CH:14]=[C:13]3[C:18]([CH2:19][CH2:20][NH:11][CH2:12]3)=[CH:17][CH:16]=2)[CH2:28][CH2:27][N:26]([C:29]2[CH:34]=[CH:33][N:32]=[CH:31][N:30]=2)[CH2:25][CH2:24]1)=[O:37])[CH3:40]. (8) Given the reactants [CH2:1]([O:8][C:9]1[CH:10]=[C:11]([CH2:17][CH:18]([NH2:21])[CH2:19][CH3:20])[CH:12]=[CH:13][C:14]=1[O:15][CH3:16])[C:2]1[CH:7]=[CH:6][CH:5]=[CH:4][CH:3]=1.[CH:22](O)=[O:23], predict the reaction product. The product is: [CH2:1]([O:8][C:9]1[CH:10]=[C:11]([CH2:17][CH:18]([NH:21][CH:22]=[O:23])[CH2:19][CH3:20])[CH:12]=[CH:13][C:14]=1[O:15][CH3:16])[C:2]1[CH:3]=[CH:4][CH:5]=[CH:6][CH:7]=1.